From a dataset of Full USPTO retrosynthesis dataset with 1.9M reactions from patents (1976-2016). Predict the reactants needed to synthesize the given product. (1) Given the product [CH:23]1([NH:22][C:10]2[C:9]3([CH2:29][CH2:30][N:6]([CH2:5][C:4]4[CH:3]=[C:2]([C:37]5[CH:38]=[CH:39][CH:40]=[CH:41][C:36]=5[CH:34]=[CH2:35])[CH:33]=[CH:32][CH:31]=4)[CH2:7][CH2:8]3)[N:13]([C:14]3[CH:19]=[CH:18][CH:17]=[C:16]([F:20])[CH:15]=3)[C:12](=[O:21])[N:11]=2)[CH2:28][CH2:27][CH2:26][CH2:25][CH2:24]1, predict the reactants needed to synthesize it. The reactants are: Br[C:2]1[CH:3]=[C:4]([CH:31]=[CH:32][CH:33]=1)[CH2:5][N:6]1[CH2:30][CH2:29][C:9]2([N:13]([C:14]3[CH:19]=[CH:18][CH:17]=[C:16]([F:20])[CH:15]=3)[C:12](=[O:21])[N:11]=[C:10]2[NH:22][CH:23]2[CH2:28][CH2:27][CH2:26][CH2:25][CH2:24]2)[CH2:8][CH2:7]1.[CH:34]([C:36]1[CH:41]=[CH:40][CH:39]=[CH:38][C:37]=1B(O)O)=[CH2:35].P(C1C=C(S(O)(=O)=O)C=CC=1)(C1C=C(S(O)(=O)=O)C=CC=1)C1C=C(S(O)(=O)=O)C=CC=1.C(NC(C)C)(C)C. (2) Given the product [CH3:1][N:2]([C:12]1[CH:17]=[CH:16][C:15]([NH:18][C:19]([NH:21][C:22]2[CH:27]=[CH:26][CH:25]=[CH:24][CH:23]=2)=[O:20])=[CH:14][CH:13]=1)[S:3]([C:6]1[S:7][C:8]([C:13]2[CH:12]=[N:2][C:36]([O:35][CH3:34])=[CH:37][CH:14]=2)=[CH:9][CH:10]=1)(=[O:5])=[O:4], predict the reactants needed to synthesize it. The reactants are: [CH3:1][N:2]([C:12]1[CH:17]=[CH:16][C:15]([NH:18][C:19]([NH:21][C:22]2[CH:27]=[CH:26][CH:25]=[CH:24][CH:23]=2)=[O:20])=[CH:14][CH:13]=1)[S:3]([C:6]1[S:7][C:8](Br)=[CH:9][CH:10]=1)(=[O:5])=[O:4].C([O-])([O-])=O.[Na+].[Na+].[CH3:34][O:35][CH2:36][CH2:37]OC.